This data is from Peptide-MHC class I binding affinity with 185,985 pairs from IEDB/IMGT. The task is: Regression. Given a peptide amino acid sequence and an MHC pseudo amino acid sequence, predict their binding affinity value. This is MHC class I binding data. (1) The peptide sequence is RSDGYFLKI. The MHC is HLA-A01:01 with pseudo-sequence HLA-A01:01. The binding affinity (normalized) is 0.248. (2) The peptide sequence is RVRAYTYSK. The binding affinity (normalized) is 0. The MHC is HLA-B35:01 with pseudo-sequence HLA-B35:01. (3) The MHC is HLA-A69:01 with pseudo-sequence HLA-A69:01. The peptide sequence is GLSFLNPEK. The binding affinity (normalized) is 0.0847. (4) The binding affinity (normalized) is 0.949. The MHC is HLA-A30:01 with pseudo-sequence HLA-A30:01. The peptide sequence is RYRMRHLSK. (5) The peptide sequence is TMLVRQMTK. The MHC is HLA-A29:02 with pseudo-sequence HLA-A29:02. The binding affinity (normalized) is 0.706. (6) The peptide sequence is HLYQGCQVV. The MHC is HLA-A02:01 with pseudo-sequence HLA-A02:01. The binding affinity (normalized) is 0.541.